From a dataset of Full USPTO retrosynthesis dataset with 1.9M reactions from patents (1976-2016). Predict the reactants needed to synthesize the given product. (1) Given the product [Cl:34][C:18]1[CH:17]=[C:16]([NH:15][C:13]2[C:14]3[N:6]([CH2:5][CH2:4][NH:3][C:40](=[O:41])[CH2:39][S:36]([CH3:35])(=[O:38])=[O:37])[CH:7]=[CH:8][C:9]=3[N:10]=[CH:11][N:12]=2)[CH:21]=[CH:20][C:19]=1[O:22][C:23]1[CH:28]=[CH:27][CH:26]=[C:25]([O:29][C:30]([F:33])([F:32])[F:31])[CH:24]=1, predict the reactants needed to synthesize it. The reactants are: Cl.Cl.[NH2:3][CH2:4][CH2:5][N:6]1[C:14]2[C:13]([NH:15][C:16]3[CH:21]=[CH:20][C:19]([O:22][C:23]4[CH:28]=[CH:27][CH:26]=[C:25]([O:29][C:30]([F:33])([F:32])[F:31])[CH:24]=4)=[C:18]([Cl:34])[CH:17]=3)=[N:12][CH:11]=[N:10][C:9]=2[CH:8]=[CH:7]1.[CH3:35][S:36]([CH2:39][C:40](O)=[O:41])(=[O:38])=[O:37].Cl.C(N=C=NCCCN(C)C)C.O.ON1C2C=CC=CC=2N=N1. (2) Given the product [Cl:1][C:2]1[S:6][C:5]([S:7]([N:10]([CH2:11][O:12][CH2:13][CH2:14][Si:15]([CH3:18])([CH3:16])[CH3:17])[C:19]2[C:27]3[C:22](=[CH:23][CH:24]=[CH:25][C:26]=3[O:28][CH3:29])[N:21]([CH2:31][C:32]3[CH:44]=[CH:43][C:35]([C:36]([N:38]([CH3:39])[CH3:41])=[O:37])=[CH:34][CH:33]=3)[N:20]=2)(=[O:9])=[O:8])=[CH:4][CH:3]=1, predict the reactants needed to synthesize it. The reactants are: [Cl:1][C:2]1[S:6][C:5]([S:7]([N:10]([C:19]2[C:27]3[C:22](=[CH:23][CH:24]=[CH:25][C:26]=3[O:28][CH3:29])[NH:21][N:20]=2)[CH2:11][O:12][CH2:13][CH2:14][Si:15]([CH3:18])([CH3:17])[CH3:16])(=[O:9])=[O:8])=[CH:4][CH:3]=1.Cl[CH2:31][C:32]1[CH:44]=[CH:43][C:35]([C:36]([N:38]([CH2:41]C)[CH2:39]C)=[O:37])=[CH:34][CH:33]=1.[OH-].[K+]. (3) Given the product [F:29][C:28]1([F:31])[CH2:2][CH:1]1[C:3]1[N:7]2[C:8](=[O:22])[CH:9]=[C:10]([CH2:12][C:13]3[C:14]([F:21])=[C:15]([CH:18]=[CH:19][CH:20]=3)[C:16]#[N:17])[N:11]=[C:6]2[S:5][C:4]=1[CH3:23], predict the reactants needed to synthesize it. The reactants are: [CH:1]([C:3]1[N:7]2[C:8](=[O:22])[CH:9]=[C:10]([CH2:12][C:13]3[C:14]([F:21])=[C:15]([CH:18]=[CH:19][CH:20]=3)[C:16]#[N:17])[N:11]=[C:6]2[S:5][C:4]=1[CH3:23])=[CH2:2].[I-].[Na+].C[Si](C)(C)[C:28]([F:31])(F)[F:29].C(=O)([O-])O.[Na+].